This data is from Reaction yield outcomes from USPTO patents with 853,638 reactions. The task is: Predict the reaction yield, written as a fraction of the theoretical maximum amount of product (1.0 means a 100% yield; for example, 0.34 means a 34% yield). (1) The reactants are Cl[C:2]1[N:3]=[N:4][C:5]([C:14]2[CH:19]=[CH:18][CH:17]=[CH:16][CH:15]=2)=[CH:6][C:7]=1[C:8]1[CH:13]=[CH:12][CH:11]=[CH:10][CH:9]=1.[N:20]1[CH:25]=[CH:24][CH:23]=[N:22][C:21]=1[N:26]1[CH2:31][CH2:30][NH:29][CH2:28][CH2:27]1. The yield is 0.811. No catalyst specified. The product is [C:8]1([C:7]2[CH:6]=[C:5]([C:14]3[CH:19]=[CH:18][CH:17]=[CH:16][CH:15]=3)[N:4]=[N:3][C:2]=2[N:29]2[CH2:30][CH2:31][N:26]([C:21]3[N:20]=[CH:25][CH:24]=[CH:23][N:22]=3)[CH2:27][CH2:28]2)[CH:13]=[CH:12][CH:11]=[CH:10][CH:9]=1. (2) The reactants are [Br:1][C:2]1[CH:10]=[CH:9][C:5]([C:6](Cl)=[O:7])=[CH:4][CH:3]=1.[CH:11]([NH:14][CH:15]([CH3:17])[CH3:16])([CH3:13])[CH3:12]. The catalyst is ClCCl. The product is [CH:11]([N:14]([CH:15]([CH3:17])[CH3:16])[C:6](=[O:7])[C:5]1[CH:9]=[CH:10][C:2]([Br:1])=[CH:3][CH:4]=1)([CH3:13])[CH3:12]. The yield is 1.00.